This data is from NCI-60 drug combinations with 297,098 pairs across 59 cell lines. The task is: Regression. Given two drug SMILES strings and cell line genomic features, predict the synergy score measuring deviation from expected non-interaction effect. (1) Drug 1: CN1C(=O)N2C=NC(=C2N=N1)C(=O)N. Drug 2: C1=CN(C=N1)CC(O)(P(=O)(O)O)P(=O)(O)O. Cell line: SK-MEL-5. Synergy scores: CSS=-2.42, Synergy_ZIP=9.14, Synergy_Bliss=9.04, Synergy_Loewe=3.76, Synergy_HSA=1.13. (2) Drug 2: C(CC(=O)O)C(=O)CN.Cl. Cell line: HCT-15. Drug 1: C1=NC2=C(N1)C(=S)N=C(N2)N. Synergy scores: CSS=31.9, Synergy_ZIP=1.07, Synergy_Bliss=1.62, Synergy_Loewe=-29.7, Synergy_HSA=0.614.